From a dataset of Catalyst prediction with 721,799 reactions and 888 catalyst types from USPTO. Predict which catalyst facilitates the given reaction. Reactant: [CH3:1][C:2]1[CH:6]=[CH:5][O:4][C:3]=1[C:7]([NH:9][C:10]1[CH:11]=[C:12]([CH:29]=[CH:30][CH:31]=1)[O:13][C:14]1[CH:19]=[CH:18][N:17]=[C:16]([C:20]2[NH:24][CH:23]=[C:22]([C:25]([O:27]C)=[O:26])[CH:21]=2)[CH:15]=1)=[O:8].C1COCC1.CO.[OH-].[Na+].Cl. Product: [CH3:1][C:2]1[CH:6]=[CH:5][O:4][C:3]=1[C:7]([NH:9][C:10]1[CH:11]=[C:12]([CH:29]=[CH:30][CH:31]=1)[O:13][C:14]1[CH:19]=[CH:18][N:17]=[C:16]([C:20]2[NH:24][CH:23]=[C:22]([C:25]([OH:27])=[O:26])[CH:21]=2)[CH:15]=1)=[O:8]. The catalyst class is: 6.